This data is from Forward reaction prediction with 1.9M reactions from USPTO patents (1976-2016). The task is: Predict the product of the given reaction. (1) Given the reactants [C:1]1([C:7](=O)[CH2:8][C:9](=O)[C:10]([F:13])([F:12])[F:11])[CH:6]=[CH:5][CH:4]=[CH:3][CH:2]=1.C(C1C=CC=CC=1)(=O)C.[NH2:25][C:26]1[N:27]=[CH:28][NH:29][C:30]=1[C:31]#[N:32], predict the reaction product. The product is: [C:1]1([C:7]2[CH:8]=[C:9]([C:10]([F:13])([F:12])[F:11])[N:27]3[CH:28]=[N:29][C:30]([C:31]#[N:32])=[C:26]3[N:25]=2)[CH:6]=[CH:5][CH:4]=[CH:3][CH:2]=1. (2) Given the reactants F[C:2]1[CH:7]=[CH:6][CH:5]=[CH:4][C:3]=1[NH:8][C:9](=[S:35])[NH:10][C:11]1[CH:16]=[CH:15][C:14]([C:17]2[CH:25]=[C:24]3[C:20]([CH2:21][N:22]([C@@H:27]([CH:32]([CH3:34])[CH3:33])[C:28]([O:30][CH3:31])=[O:29])[C:23]3=[O:26])=[CH:19][CH:18]=2)=[CH:13][CH:12]=1.NC1C=CC(C2C=C3C(CN([C@@H](C(C)C)C(OC)=O)[C:49]3=[O:52])=CC=2)=CC=1.COC1C=CC=CC=1N=C=S, predict the reaction product. The product is: [CH3:49][O:52][C:2]1[CH:7]=[CH:6][CH:5]=[CH:4][C:3]=1[NH:8][C:9](=[S:35])[NH:10][C:11]1[CH:16]=[CH:15][C:14]([C:17]2[CH:25]=[C:24]3[C:20]([CH2:21][N:22]([C@@H:27]([CH:32]([CH3:34])[CH3:33])[C:28]([O:30][CH3:31])=[O:29])[C:23]3=[O:26])=[CH:19][CH:18]=2)=[CH:13][CH:12]=1. (3) Given the reactants [CH3:1][S:2][CH2:3][CH2:4][N:5]1[CH2:10][CH2:9][C:8](=O)[CH2:7][CH2:6]1.Cl.[NH2:13][OH:14], predict the reaction product. The product is: [CH3:1][S:2][CH2:3][CH2:4][N:5]1[CH2:10][CH2:9][C:8](=[N:13][OH:14])[CH2:7][CH2:6]1. (4) Given the reactants Br[C:2]1[S:6][C:5]([C:7]([N:9]([CH2:11][C:12]2[CH:17]=[CH:16][CH:15]=[C:14]([OH:18])[CH:13]=2)[CH3:10])=[O:8])=[CH:4][CH:3]=1.[CH3:19][O:20][C:21]1[CH:26]=[CH:25][C:24](B(O)O)=[CH:23][CH:22]=1, predict the reaction product. The product is: [OH:18][C:14]1[CH:13]=[C:12]([CH:17]=[CH:16][CH:15]=1)[CH2:11][N:9]([CH3:10])[C:7]([C:5]1[S:6][C:2]([C:24]2[CH:25]=[CH:26][C:21]([O:20][CH3:19])=[CH:22][CH:23]=2)=[CH:3][CH:4]=1)=[O:8]. (5) Given the reactants [CH3:1][O:2][C:3]1[CH:4]=[C:5]2[C:9](=[CH:10][CH:11]=1)[NH:8][CH:7]=[C:6]2[S:12]([C:15]1[CH:20]=[CH:19][CH:18]=[CH:17][CH:16]=1)(=[O:14])=[O:13].[Cl:21][CH2:22][CH2:23]Cl.[OH-].[Na+].[Cl-].C(C([NH3+])(C(=O)CCCCCCC)C(=O)CCCCCCC)(=O)CCCCCCC, predict the reaction product. The product is: [Cl:21][CH2:22][CH2:23][N:8]1[C:9]2[C:5](=[CH:4][C:3]([O:2][CH3:1])=[CH:11][CH:10]=2)[C:6]([S:12]([C:15]2[CH:16]=[CH:17][CH:18]=[CH:19][CH:20]=2)(=[O:14])=[O:13])=[CH:7]1. (6) Given the reactants [CH3:1][O:2][C:3]1[CH:50]=[CH:49][C:6]([CH2:7][N:8]([CH2:40][C:41]2[CH:46]=[CH:45][C:44]([O:47][CH3:48])=[CH:43][CH:42]=2)[C:9]2[N:14]=[CH:13][C:12]([C:15]3[C:16]4[CH2:29][CH2:28][N:27]([C:30]5[CH:38]=[CH:37][C:33]([C:34](O)=[O:35])=[CH:32][C:31]=5[F:39])[C:17]=4[N:18]=[C:19]([N:21]4[CH2:26][CH2:25][O:24][CH2:23][CH2:22]4)[N:20]=3)=[CH:11][N:10]=2)=[CH:5][CH:4]=1.[NH2:51][C:52]1[S:53][CH:54]=[CH:55][N:56]=1, predict the reaction product. The product is: [CH3:1][O:2][C:3]1[CH:50]=[CH:49][C:6]([CH2:7][N:8]([CH2:40][C:41]2[CH:42]=[CH:43][C:44]([O:47][CH3:48])=[CH:45][CH:46]=2)[C:9]2[N:10]=[CH:11][C:12]([C:15]3[C:16]4[CH2:29][CH2:28][N:27]([C:30]5[CH:38]=[CH:37][C:33]([C:34]([NH:51][C:52]6[S:53][CH:54]=[CH:55][N:56]=6)=[O:35])=[CH:32][C:31]=5[F:39])[C:17]=4[N:18]=[C:19]([N:21]4[CH2:22][CH2:23][O:24][CH2:25][CH2:26]4)[N:20]=3)=[CH:13][N:14]=2)=[CH:5][CH:4]=1. (7) The product is: [C:12]1([C:18]2[CH:26]=[CH:25][C:21]([C:22]([NH:1][C:2]3[CH:11]=[C:10]4[C:5]([CH:6]=[CH:7][CH:8]=[N:9]4)=[CH:4][CH:3]=3)=[O:23])=[CH:20][N:19]=2)[CH:13]=[CH:14][CH:15]=[CH:16][CH:17]=1. Given the reactants [NH2:1][C:2]1[CH:11]=[C:10]2[C:5]([CH:6]=[CH:7][CH:8]=[N:9]2)=[CH:4][CH:3]=1.[C:12]1([C:18]2[CH:26]=[CH:25][C:21]([C:22](O)=[O:23])=[CH:20][N:19]=2)[CH:17]=[CH:16][CH:15]=[CH:14][CH:13]=1, predict the reaction product.